Dataset: Reaction yield outcomes from USPTO patents with 853,638 reactions. Task: Predict the reaction yield, written as a fraction of the theoretical maximum amount of product (1.0 means a 100% yield; for example, 0.34 means a 34% yield). The reactants are [CH3:1][O:2][C:3]1[N:8]=[CH:7][C:6]2/[C:9](=[CH:15]\[C:16]3[CH:21]=[CH:20][CH:19]=[CH:18][N:17]=3)/[C:10](=[O:14])[CH2:11][CH2:12][CH2:13][C:5]=2[CH:4]=1. The catalyst is C1(C)C=CC=CC=1.[OH-].[OH-].[Pd+2]. The product is [CH3:1][O:2][C:3]1[N:8]=[CH:7][C:6]2[CH:9]([CH2:15][C:16]3[CH:21]=[CH:20][CH:19]=[CH:18][N:17]=3)[C:10](=[O:14])[CH2:11][CH2:12][CH2:13][C:5]=2[CH:4]=1. The yield is 0.730.